The task is: Predict which catalyst facilitates the given reaction.. This data is from Catalyst prediction with 721,799 reactions and 888 catalyst types from USPTO. (1) Reactant: C(OC(=O)[NH:7][C@H:8]([CH2:28][C:29]1[CH:34]=[C:33]([F:35])[C:32]([F:36])=[CH:31][C:30]=1[F:37])[CH2:9][C:10]([N:12]1[CH2:17][CH2:16][N:15]2[C:18]([C:24]([F:27])([F:26])[F:25])=[N:19][C:20]([C:21](=[O:23])[CH3:22])=[C:14]2[CH2:13]1)=[O:11])(C)(C)C.[ClH:39]. Product: [ClH:39].[C:21]([C:20]1[N:19]=[C:18]([C:24]([F:27])([F:26])[F:25])[N:15]2[CH2:16][CH2:17][N:12]([C:10](=[O:11])[CH2:9][C@H:8]([NH2:7])[CH2:28][C:29]3[CH:34]=[C:33]([F:35])[C:32]([F:36])=[CH:31][C:30]=3[F:37])[CH2:13][C:14]=12)(=[O:23])[CH3:22]. The catalyst class is: 13. (2) The catalyst class is: 5. Reactant: C([NH:9][C:10]1[N:18]=[CH:17][N:16]=[C:15]2[C:11]=1[N:12]=[CH:13][N:14]2[CH:19]1[CH:23]([O:24]C(=O)C)[CH:22]([O:28][CH2:29][C:30]2[CH:35]=[CH:34][CH:33]=[CH:32][CH:31]=2)[C:21]([C:38]([C:51]2[CH:56]=[CH:55][CH:54]=[CH:53][CH:52]=2)([C:45]2[CH:50]=[CH:49][CH:48]=[CH:47][CH:46]=2)[O:39][SiH2:40][C:41]([CH3:44])([CH3:43])[CH3:42])([CH:36]=[CH2:37])[O:20]1)(=O)C1C=CC=CC=1.N. Product: [NH2:9][C:10]1[N:18]=[CH:17][N:16]=[C:15]2[C:11]=1[N:12]=[CH:13][N:14]2[CH:19]1[CH:23]([OH:24])[CH:22]([O:28][CH2:29][C:30]2[CH:31]=[CH:32][CH:33]=[CH:34][CH:35]=2)[C:21]([C:38]([C:51]2[CH:56]=[CH:55][CH:54]=[CH:53][CH:52]=2)([C:45]2[CH:46]=[CH:47][CH:48]=[CH:49][CH:50]=2)[O:39][SiH2:40][C:41]([CH3:42])([CH3:43])[CH3:44])([CH:36]=[CH2:37])[O:20]1. (3) Reactant: Br[C:2]1[CH:7]=[CH:6][C:5]([C:8]2([C:15]#[N:16])[CH2:13][CH2:12][N:11]([CH3:14])[CH2:10][CH2:9]2)=[CH:4][CH:3]=1.[C:17](=[NH:30])([C:24]1[CH:29]=[CH:28][CH:27]=[CH:26][CH:25]=1)[C:18]1[CH:23]=[CH:22][CH:21]=[CH:20][CH:19]=1.C(=O)([O-])[O-].[Cs+].[Cs+].CC1(C)C2C(=C(P(C3C=CC=CC=3)C3C=CC=CC=3)C=CC=2)OC2C(P(C3C=CC=CC=3)C3C=CC=CC=3)=CC=CC1=2. Product: [C:17](=[N:30][C:2]1[CH:7]=[CH:6][C:5]([C:8]2([C:15]#[N:16])[CH2:13][CH2:12][N:11]([CH3:14])[CH2:10][CH2:9]2)=[CH:4][CH:3]=1)([C:24]1[CH:25]=[CH:26][CH:27]=[CH:28][CH:29]=1)[C:18]1[CH:23]=[CH:22][CH:21]=[CH:20][CH:19]=1. The catalyst class is: 62. (4) Reactant: [CH3:1][C:2]1[C:3]([NH:12]C2C=CC=CC=2)=[CH:4][C:5]2[C:10]([CH:11]=1)=[CH:9][CH:8]=[CH:7][CH:6]=2.O.Cl.[NH3:21]. Product: [CH3:1][C:2]1[CH:11]=[C:10]2[C:5]([CH:6]=[CH:7][CH:8]=[CH:9]2)=[C:4]([C:4]2[C:3]([NH2:12])=[C:2]([CH3:1])[CH:11]=[C:10]3[C:5]=2[CH:6]=[CH:7][CH:8]=[CH:9]3)[C:3]=1[NH2:21]. The catalyst class is: 2. (5) Reactant: C(O)(C(F)(F)F)=O.[Cl:8][C:9]1[CH:26]=[CH:25][C:12]([CH2:13][N:14]2[C:19]3[CH:20]=[CH:21][NH:22][C:18]=3[C:17](=[O:23])[NH:16][C:15]2=[S:24])=[C:11]([CH:27](OCC)[O:28]CC)[CH:10]=1. Product: [Cl:8][C:9]1[CH:26]=[CH:25][C:12]([CH2:13][N:14]2[C:19]3[CH:20]=[CH:21][NH:22][C:18]=3[C:17](=[O:23])[NH:16][C:15]2=[S:24])=[C:11]([CH:10]=1)[CH:27]=[O:28]. The catalyst class is: 2. (6) Reactant: [NH2:1][C:2]1[C:7]([OH:8])=[CH:6][CH:5]=[CH:4][N:3]=1.C1(C)C=CC=CC=1.[C:16]([CH:19]1[CH2:24][CH2:23]O[C:20]1=[O:21])(=O)[CH3:17].O=P(Cl)(Cl)[Cl:27]. Product: [Cl:27][CH2:23][CH2:24][C:19]1[C:20](=[O:21])[N:3]2[CH:4]=[CH:5][CH:6]=[C:7]([OH:8])[C:2]2=[N:1][C:16]=1[CH3:17]. The catalyst class is: 6. (7) Reactant: [N-:1]=[N+:2]=[N-:3].[Na+].Br[CH:6]1[CH2:12][CH2:11][CH2:10][CH:9]([C:13]2[CH:18]=[CH:17][CH:16]=[CH:15][CH:14]=2)[NH:8][C:7]1=[O:19]. Product: [N:1]([C@@H:6]1[CH2:12][CH2:11][CH2:10][C@H:9]([C:13]2[CH:18]=[CH:17][CH:16]=[CH:15][CH:14]=2)[NH:8][C:7]1=[O:19])=[N+:2]=[N-:3]. The catalyst class is: 9. (8) Reactant: [O:1]=[C:2]1[NH:7][N:6]=[CH:5][C:4]([O:8][C:9]2[CH:16]=[CH:15][CH:14]=[CH:13][C:10]=2[C:11]#[N:12])=[CH:3]1.[H-].[Na+].[CH3:19][O:20][C:21](=[O:30])[CH:22](Br)[CH2:23][CH:24]1[CH2:28][CH2:27][CH2:26][CH2:25]1. Product: [CH3:19][O:20][C:21](=[O:30])[CH:22]([N:7]1[C:2](=[O:1])[CH:3]=[C:4]([O:8][C:9]2[CH:16]=[CH:15][CH:14]=[CH:13][C:10]=2[C:11]#[N:12])[CH:5]=[N:6]1)[CH2:23][CH:24]1[CH2:25][CH2:26][CH2:27][CH2:28]1. The catalyst class is: 7. (9) The catalyst class is: 2. Reactant: [NH2:1][C:2]1[N:6]([CH3:7])[N:5]=[C:4]([C:8]2[S:9][CH:10]=[CH:11][CH:12]=2)[CH:3]=1.CCN(C(C)C)C(C)C.[F:22][C:23]([F:34])([F:33])[C:24]1[CH:32]=[CH:31][C:27]([C:28](Cl)=[O:29])=[CH:26][CH:25]=1.C(O)C(N)(CO)CO. Product: [CH3:7][N:6]1[C:2]([NH:1][C:28](=[O:29])[C:27]2[CH:31]=[CH:32][C:24]([C:23]([F:22])([F:33])[F:34])=[CH:25][CH:26]=2)=[CH:3][C:4]([C:8]2[S:9][CH:10]=[CH:11][CH:12]=2)=[N:5]1.